From a dataset of Reaction yield outcomes from USPTO patents with 853,638 reactions. Predict the reaction yield, written as a fraction of the theoretical maximum amount of product (1.0 means a 100% yield; for example, 0.34 means a 34% yield). (1) The reactants are [CH3:1][C:2]1[CH:15]=[C:14]([S:16][CH:17]([CH3:19])[CH3:18])[C:13]2[C:4](=[C:5]3[C:10](=[CH:11][CH:12]=2)[CH:9]=[CH:8][CH:7]=[N:6]3)[N:3]=1.[O:20]1CCOCC1. The catalyst is O. The product is [CH:17]([S:16][C:14]1[C:13]2[C:4](=[C:5]3[C:10](=[CH:11][CH:12]=2)[CH:9]=[CH:8][CH:7]=[N:6]3)[N:3]=[C:2]([CH:1]=[O:20])[CH:15]=1)([CH3:19])[CH3:18]. The yield is 0.410. (2) The reactants are [CH3:1][O:2][C:3]1[CH:12]=[C:11]([O:13][CH3:14])[CH:10]=[C:9]2[C:4]=1[C:5](=[O:27])[NH:6][C:7]([C:15]1[CH:20]=[CH:19][C:18]([N:21]3[CH2:26][CH2:25][NH:24][CH2:23][CH2:22]3)=[CH:17][CH:16]=1)=[N:8]2.CCN=C=NCCCN(C)C.C1C=CC2N(O)N=NC=2C=1.CCN(CC)CC.[F:56][C:57]([F:63])([F:62])[CH2:58][C:59](O)=[O:60]. The yield is 0.520. The catalyst is C1COCC1. The product is [CH3:1][O:2][C:3]1[CH:12]=[C:11]([O:13][CH3:14])[CH:10]=[C:9]2[C:4]=1[C:5](=[O:27])[NH:6][C:7]([C:15]1[CH:20]=[CH:19][C:18]([N:21]3[CH2:22][CH2:23][N:24]([C:59](=[O:60])[CH2:58][C:57]([F:63])([F:62])[F:56])[CH2:25][CH2:26]3)=[CH:17][CH:16]=1)=[N:8]2. (3) The reactants are [CH2:1]([CH:4]1[CH2:9][CH2:8][CH:7]([C:10]([OH:12])=[O:11])[CH2:6][CH2:5]1)[C:2]#[CH:3].[CH2:13](Cl)Cl.CO.[Si](C=[N+]=[N-])(C)(C)C. The catalyst is C(O)(=O)C. The product is [CH2:1]([CH:4]1[CH2:9][CH2:8][CH:7]([C:10]([O:12][CH3:13])=[O:11])[CH2:6][CH2:5]1)[C:2]#[CH:3]. The yield is 0.800. (4) The reactants are [CH3:1][O:2][C:3](=[O:16])[C:4]([OH:15])([C:10]1[S:11][CH:12]=[CH:13][CH:14]=1)[C:5]1[S:6][CH:7]=[CH:8][CH:9]=1.[S:17]1[CH:21]=[CH:20][CH:19]=[C:18]1[CH2:22][CH2:23][CH2:24][N:25]1[CH2:29]C[C@@H:27](O)[CH2:26]1. No catalyst specified. The product is [S:17]1[CH:21]=[CH:20][CH:19]=[C:18]1[CH2:22][CH2:23][CH2:24][N:25]1[CH2:26][CH2:27][C@@H:1]([O:2][C:3](=[O:16])[C:4]([OH:15])([C:5]2[S:6][CH:7]=[CH:8][CH:9]=2)[C:10]2[S:11][CH:12]=[CH:13][CH:14]=2)[CH2:29]1. The yield is 0.491. (5) The catalyst is CN(C=O)C. The yield is 0.790. The product is [NH2:1][C:2]1[N:3]=[C:4]([Cl:29])[C:5]2=[C:6]([N:8]([CH2:21][C:22]3[S:23][C:24]([CH3:28])=[C:25]([CH3:27])[N:26]=3)[C:9](=[O:20])/[C:10]/2=[CH:11]\[C:12]2[NH:16][CH:15]=[C:14]([C:17]([NH:71][CH2:70][CH2:69][N:68]([CH2:72][CH3:73])[CH2:66][CH3:67])=[O:19])[CH:13]=2)[N:7]=1. The reactants are [NH2:1][C:2]1[N:3]=[C:4]([Cl:29])[C:5]2=[C:6]([N:8]([CH2:21][C:22]3[S:23][C:24]([CH3:28])=[C:25]([CH3:27])[N:26]=3)[C:9](=[O:20])/[C:10]/2=[CH:11]\[C:12]2[NH:16][CH:15]=[C:14]([C:17]([OH:19])=O)[CH:13]=2)[N:7]=1.F[P-](F)(F)(F)(F)F.N1(O[P+](N(C)C)(N(C)C)N(C)C)C2C=CC=CC=2N=N1.CCN(C(C)C)C(C)C.[CH2:66]([N:68]([CH2:72][CH3:73])[CH2:69][CH2:70][NH2:71])[CH3:67]. (6) The reactants are [Br:1][C:2]1[CH:3]=[C:4]([C:8]([NH2:13])([CH3:12])[CH2:9][NH:10][CH3:11])[CH:5]=[CH:6][CH:7]=1.Br[C:15]#[N:16]. The catalyst is CCO. The product is [Br:1][C:2]1[CH:3]=[C:4]([C:8]2([CH3:12])[CH2:9][N:10]([CH3:11])[C:15](=[NH:16])[NH:13]2)[CH:5]=[CH:6][CH:7]=1. The yield is 1.00. (7) The reactants are [CH3:1][N:2]([CH3:34])[CH2:3][CH2:4][CH2:5][C:6]1[CH:7]=[C:8]([NH:13][C:14]2[N:15]=[CH:16][C:17]3[CH2:18][C:19](=[S:33])[NH:20][C:21]4[CH:28]=[C:27]([C:29]([F:32])([F:31])[F:30])[CH:26]=[CH:25][C:22]=4[C:23]=3[N:24]=2)[C:9]([CH3:12])=[N:10][CH:11]=1.[ClH:35]. The catalyst is C(O)C. The product is [ClH:35].[CH3:34][N:2]([CH3:1])[CH2:3][CH2:4][CH2:5][C:6]1[CH:7]=[C:8]([NH:13][C:14]2[N:15]=[CH:16][C:17]3[CH2:18][C:19](=[S:33])[NH:20][C:21]4[CH:28]=[C:27]([C:29]([F:32])([F:31])[F:30])[CH:26]=[CH:25][C:22]=4[C:23]=3[N:24]=2)[C:9]([CH3:12])=[N:10][CH:11]=1. The yield is 0.909.